Dataset: Reaction yield outcomes from USPTO patents with 853,638 reactions. Task: Predict the reaction yield, written as a fraction of the theoretical maximum amount of product (1.0 means a 100% yield; for example, 0.34 means a 34% yield). (1) The reactants are [Cl:1][C:2]1[N:3]=[C:4]([CH:8]=O)[NH:5][C:6]=1[Cl:7].[NH2:10][C:11]1[CH:16]=[CH:15][CH:14]=[CH:13][C:12]=1/[CH:17]=[CH:18]/[C:19]([O:21][CH3:22])=[O:20]. The catalyst is C(O)(=O)C. The product is [Cl:7][C:6]1[N:5]=[C:4]([CH2:8][NH:10][C:11]2[CH:16]=[CH:15][CH:14]=[CH:13][C:12]=2/[CH:17]=[CH:18]/[C:19]([O:21][CH3:22])=[O:20])[NH:3][C:2]=1[Cl:1]. The yield is 0.330. (2) The reactants are [CH:1]([N:3]([CH2:10][CH2:11][CH2:12][CH2:13][C:14]([O:16]CC)=[O:15])[C:4]1[CH:9]=[CH:8][CH:7]=[CH:6][N:5]=1)=[O:2].[OH-].[Na+]. The catalyst is C(O)C. The product is [CH:1]([N:3]([CH2:10][CH2:11][CH2:12][CH2:13][C:14]([OH:16])=[O:15])[C:4]1[CH:9]=[CH:8][CH:7]=[CH:6][N:5]=1)=[O:2]. The yield is 0.440. (3) The reactants are [CH:1]1([NH:6][C:7]2[C:12]([N+:13]([O-])=O)=[CH:11][N:10]=[C:9]([NH:16][C@H:17]3[CH2:22][CH2:21][C@H:20]([OH:23])[CH2:19][CH2:18]3)[N:8]=2)[CH2:5][CH2:4][CH2:3][CH2:2]1. The catalyst is CCO.[Pd]. The product is [NH2:13][C:12]1[C:7]([NH:6][CH:1]2[CH2:5][CH2:4][CH2:3][CH2:2]2)=[N:8][C:9]([NH:16][C@H:17]2[CH2:18][CH2:19][C@H:20]([OH:23])[CH2:21][CH2:22]2)=[N:10][CH:11]=1. The yield is 1.00. (4) The reactants are Cl.[C:2]1([C:8]2([C:13]3[CH:18]=[CH:17][CH:16]=[CH:15][CH:14]=3)[CH2:12][CH2:11][NH:10][CH2:9]2)[CH:7]=[CH:6][CH:5]=[CH:4][CH:3]=1.[CH:19]([C:21]1[CH:36]=[CH:35][C:24]([O:25][C:26]2[CH:34]=[CH:33][C:29]([C:30]([NH2:32])=[O:31])=[CH:28][N:27]=2)=[CH:23][CH:22]=1)=O.C(O[BH-](OC(=O)C)OC(=O)C)(=O)C.[Na+].C(O)(=O)C. The catalyst is ClCCCl. The product is [C:2]1([C:8]2([C:13]3[CH:18]=[CH:17][CH:16]=[CH:15][CH:14]=3)[CH2:12][CH2:11][N:10]([CH2:19][C:21]3[CH:36]=[CH:35][C:24]([O:25][C:26]4[CH:34]=[CH:33][C:29]([C:30]([NH2:32])=[O:31])=[CH:28][N:27]=4)=[CH:23][CH:22]=3)[CH2:9]2)[CH:3]=[CH:4][CH:5]=[CH:6][CH:7]=1. The yield is 1.06. (5) The reactants are Cl[C:2]1[N:3]=[C:4]2[C:10]([C:11]3[CH:16]=[CH:15][CH:14]=[CH:13][CH:12]=3)=[C:9]([C:17]3[CH:22]=[CH:21][C:20]([C:23]4([NH:27][C:28](=[O:34])[O:29][C:30]([CH3:33])([CH3:32])[CH3:31])[CH2:26][CH2:25][CH2:24]4)=[CH:19][CH:18]=3)[O:8][C:5]2=[N:6][CH:7]=1.[CH2:35]([CH2:37][NH2:38])[OH:36].C(=O)([O-])[O-].[Cs+].[Cs+]. The catalyst is CCCC[N+](CCCC)(CCCC)CCCC.[I-].C1(C)C=CC=CC=1.C([O-])(=O)C.[Pd+2].C([O-])(=O)C.C[C@@H](P(C1CCCCC1)C1CCCCC1)[C]1[C](P(C2C=CC=CC=2)C2C=CC=CC=2)[CH][CH][CH]1.[CH]1[CH][CH][CH][CH]1.[Fe]. The product is [OH:36][CH2:35][CH2:37][NH:38][C:2]1[N:3]=[C:4]2[C:10]([C:11]3[CH:16]=[CH:15][CH:14]=[CH:13][CH:12]=3)=[C:9]([C:17]3[CH:22]=[CH:21][C:20]([C:23]4([NH:27][C:28](=[O:34])[O:29][C:30]([CH3:33])([CH3:31])[CH3:32])[CH2:24][CH2:25][CH2:26]4)=[CH:19][CH:18]=3)[O:8][C:5]2=[N:6][CH:7]=1. The yield is 0.160. (6) The reactants are [F:1][C:2]1[CH:7]=[CH:6][C:5]([C:8]2[CH:9]=[C:10]3[C:15](=[CH:16][CH:17]=2)[CH:14]=[C:13]([S:18]([O-:20])=[O:19])[CH:12]=[CH:11]3)=[CH:4][CH:3]=1.[Na+].I[C:23]1[CH:28]=[CH:27][CH:26]=[CH:25][C:24]=1[C:29]1[CH:34]=[N:33][CH:32]=[CH:31][N:30]=1. No catalyst specified. The product is [F:1][C:2]1[CH:7]=[CH:6][C:5]([C:8]2[CH:9]=[C:10]3[C:15](=[CH:16][CH:17]=2)[CH:14]=[C:13]([S:18]([C:23]2[CH:28]=[CH:27][CH:26]=[CH:25][C:24]=2[C:29]2[CH:34]=[N:33][CH:32]=[CH:31][N:30]=2)(=[O:20])=[O:19])[CH:12]=[CH:11]3)=[CH:4][CH:3]=1. The yield is 0.380. (7) The reactants are [Cl-].O[NH3+:3].[C:4](=[O:7])([O-])[OH:5].[Na+].CS(C)=O.[OH:13][C:14]([CH3:52])([CH3:51])[CH2:15][O:16][CH:17]1[CH2:22][CH2:21][CH:20]([N:23]2[C:28](=[O:29])[C:27]([CH2:30][C:31]3[CH:36]=[CH:35][C:34]([C:37]4[C:38]([C:43]#[N:44])=[CH:39][CH:40]=[CH:41][CH:42]=4)=[CH:33][CH:32]=3)=[C:26]([CH2:45][CH2:46][CH3:47])[N:25]3[N:48]=[CH:49][N:50]=[C:24]23)[CH2:19][CH2:18]1. The catalyst is C(OCC)(=O)C. The product is [OH:13][C:14]([CH3:51])([CH3:52])[CH2:15][O:16][C@@H:17]1[CH2:22][CH2:21][C@H:20]([N:23]2[C:28](=[O:29])[C:27]([CH2:30][C:31]3[CH:36]=[CH:35][C:34]([C:37]4[CH:42]=[CH:41][CH:40]=[CH:39][C:38]=4[C:43]4[NH:3][C:4](=[O:7])[O:5][N:44]=4)=[CH:33][CH:32]=3)=[C:26]([CH2:45][CH2:46][CH3:47])[N:25]3[N:48]=[CH:49][N:50]=[C:24]23)[CH2:19][CH2:18]1. The yield is 0.460.